This data is from Forward reaction prediction with 1.9M reactions from USPTO patents (1976-2016). The task is: Predict the product of the given reaction. Given the reactants [C:1]1([C:7]2([CH2:46][CH2:47][CH2:48][CH2:49][C:50]([O:52]CC)=[O:51])[CH2:12][CH2:11][N:10]([C:13]([C@:15]3([O:36][C:37]4[CH:41]=[C:40]([C:42]([F:45])([F:44])[F:43])[S:39][CH:38]=4)[CH2:20][CH2:19][CH2:18][N:17]([C:21](=[O:32])[C:22]4[C:27]([C:28]([F:31])([F:30])[F:29])=[CH:26][CH:25]=[CH:24][N:23]=4)[C@@H:16]3[CH2:33][CH2:34][CH3:35])=[O:14])[CH2:9][CH2:8]2)[CH:6]=[CH:5][CH:4]=[CH:3][CH:2]=1.[OH-].[Na+], predict the reaction product. The product is: [C:1]1([C:7]2([CH2:46][CH2:47][CH2:48][CH2:49][C:50]([OH:52])=[O:51])[CH2:8][CH2:9][N:10]([C:13]([C@:15]3([O:36][C:37]4[CH:41]=[C:40]([C:42]([F:45])([F:44])[F:43])[S:39][CH:38]=4)[CH2:20][CH2:19][CH2:18][N:17]([C:21](=[O:32])[C:22]4[C:27]([C:28]([F:30])([F:29])[F:31])=[CH:26][CH:25]=[CH:24][N:23]=4)[C@@H:16]3[CH2:33][CH2:34][CH3:35])=[O:14])[CH2:11][CH2:12]2)[CH:6]=[CH:5][CH:4]=[CH:3][CH:2]=1.